From a dataset of Reaction yield outcomes from USPTO patents with 853,638 reactions. Predict the reaction yield, written as a fraction of the theoretical maximum amount of product (1.0 means a 100% yield; for example, 0.34 means a 34% yield). (1) The yield is 0.960. The product is [OH:7][CH2:6][CH:3]1[CH2:4][CH2:5][N:1]([C:15]([O:17][C:18]([CH3:21])([CH3:20])[CH3:19])=[O:16])[CH2:2]1. The catalyst is ClCCl.C(OCC)(=O)C. The reactants are [NH:1]1[CH2:5][CH2:4][CH:3]([CH2:6][OH:7])[CH2:2]1.C(N(CC)CC)C.[C:15](O[C:15]([O:17][C:18]([CH3:21])([CH3:20])[CH3:19])=[O:16])([O:17][C:18]([CH3:21])([CH3:20])[CH3:19])=[O:16]. (2) The reactants are [CH:1]1[N:9]2[C:4]([CH2:5][O:6][C:7]3[CH:13]=[C:12]([CH:14]=O)[CH:11]=[CH:10][C:8]=32)=[N:3][CH:2]=1.[C:16](=O)([O-])[O-].[K+].[K+].CO. The catalyst is C(Cl)Cl. The product is [C:14]([C:12]1[CH:11]=[CH:10][C:8]2[N:9]3[CH:1]=[CH:2][N:3]=[C:4]3[CH2:5][O:6][C:7]=2[CH:13]=1)#[CH:16]. The yield is 0.433. (3) The reactants are [NH2:1][C:2]1[CH:3]=[C:4]2[C:8](=[CH:9][CH:10]=1)[N:7]([CH3:11])[C:6]([C:12]([O:14][CH2:15][CH3:16])=[O:13])=[CH:5]2.[CH:17]1([CH2:20][O:21][C:22]2[CH:30]=[CH:29][C:25]([C:26](O)=[O:27])=[CH:24][CH:23]=2)[CH2:19][CH2:18]1.O.ON1C2C=CC=CC=2N=N1.Cl.C(N=C=NCCCN(C)C)C. The catalyst is CN(C=O)C.O.C(OCC)(=O)C. The product is [CH:17]1([CH2:20][O:21][C:22]2[CH:23]=[CH:24][C:25]([C:26]([NH:1][C:2]3[CH:3]=[C:4]4[C:8](=[CH:9][CH:10]=3)[N:7]([CH3:11])[C:6]([C:12]([O:14][CH2:15][CH3:16])=[O:13])=[CH:5]4)=[O:27])=[CH:29][CH:30]=2)[CH2:18][CH2:19]1. The yield is 0.640. (4) The reactants are [CH3:1][O:2][C:3]1[N:11]=[C:10]([C:12]2[CH:17]=[CH:16][CH:15]=[C:14]([C:18]([F:21])([F:20])[F:19])[CH:13]=2)[CH:9]=[C:8]([CH3:22])[C:4]=1[C:5](O)=[O:6].C(Cl)(=O)C(Cl)=O.CCN(CC)CC.[N:36]1([CH:41]2[CH2:46][CH2:45][NH:44][CH2:43][CH2:42]2)[CH2:40][CH2:39][CH2:38][CH2:37]1. The catalyst is C(Cl)Cl.CN(C=O)C. The product is [CH3:1][O:2][C:3]1[C:4]([C:5]([N:44]2[CH2:45][CH2:46][CH:41]([N:36]3[CH2:40][CH2:39][CH2:38][CH2:37]3)[CH2:42][CH2:43]2)=[O:6])=[C:8]([CH3:22])[CH:9]=[C:10]([C:12]2[CH:17]=[CH:16][CH:15]=[C:14]([C:18]([F:21])([F:19])[F:20])[CH:13]=2)[N:11]=1. The yield is 0.970. (5) The reactants are [H-].[Na+].Cl[CH2:4][CH2:5][CH2:6][C@H:7]([CH2:10][CH:11]=[CH2:12])[CH2:8][OH:9]. The catalyst is CN(C=O)C. The product is [CH2:6]([C@H:7]1[CH2:10][CH2:11][CH2:12][O:9][CH2:8]1)[CH:5]=[CH2:4]. The yield is 0.830.